Dataset: Forward reaction prediction with 1.9M reactions from USPTO patents (1976-2016). Task: Predict the product of the given reaction. (1) Given the reactants [F:1][C:2]([F:34])([F:33])[CH2:3][NH:4][C:5]([NH:7][C:8]1[CH:9]=[C:10]([C:14]2[N:18]3[N:19]=[CH:20][C:21]([C:23]4[CH:24]=[N:25][N:26]([CH:28]([CH3:32])[C:29](O)=[O:30])[CH:27]=4)=[CH:22][C:17]3=[N:16][CH:15]=2)[CH:11]=[CH:12][CH:13]=1)=[O:6].[NH2:35][CH2:36][C:37]#[N:38], predict the reaction product. The product is: [C:36]([CH2:37][NH:38][C:29](=[O:30])[CH:28]([N:26]1[CH:27]=[C:23]([C:21]2[CH:20]=[N:19][N:18]3[C:14]([C:10]4[CH:11]=[CH:12][CH:13]=[C:8]([NH:7][C:5]([NH:4][CH2:3][C:2]([F:33])([F:34])[F:1])=[O:6])[CH:9]=4)=[CH:15][N:16]=[C:17]3[CH:22]=2)[CH:24]=[N:25]1)[CH3:32])#[N:35]. (2) Given the reactants Cl[C:2]1[CH:7]=[C:6]([C:8]2[CH:13]=[CH:12][CH:11]=[CH:10][CH:9]=2)[N:5]=[C:4]([NH:14][C:15](=[O:32])[CH2:16][CH2:17][C:18]([C:20]2[CH:25]=[CH:24][C:23]([O:26][CH2:27][CH3:28])=[C:22]([O:29][CH2:30][CH3:31])[CH:21]=2)=[O:19])[CH:3]=1.C1(C2C=CC=CC=2)C=CC=CC=1P(C1CCCCC1)C1CCCCC1.C(=O)([O-])[O-].[K+].[K+].OB(O)[C:66]1[CH:74]=[CH:73][CH:72]=[CH:71][C:67]=1[C:68]([OH:70])=[O:69], predict the reaction product. The product is: [CH2:30]([O:29][C:22]1[CH:21]=[C:20]([C:18](=[O:19])[CH2:17][CH2:16][C:15]([NH:14][C:4]2[CH:3]=[C:2]([C:66]3[CH:74]=[CH:73][CH:72]=[CH:71][C:67]=3[C:68]([OH:70])=[O:69])[CH:7]=[C:6]([C:8]3[CH:13]=[CH:12][CH:11]=[CH:10][CH:9]=3)[N:5]=2)=[O:32])[CH:25]=[CH:24][C:23]=1[O:26][CH2:27][CH3:28])[CH3:31]. (3) Given the reactants FC(F)(F)C(O)=O.C(OC([N:15]1[CH2:21][CH2:20][CH2:19][CH:18]([C:22]2[C:27]([CH2:28]C)=[CH:26][C:25]([NH:30][C:31]([C:33]3[CH:34]=[N:35][N:36]([C:39]4[CH:44]=[CH:43][C:42]([C:45]([F:48])([F:47])[F:46])=[CH:41][N:40]=4)[C:37]=3[CH3:38])=[O:32])=[CH:24][N:23]=2)[CH2:17][CH2:16]1)=O)(C)(C)C.[OH-].[Na+], predict the reaction product. The product is: [NH:15]1[CH2:21][CH2:20][CH2:19][CH:18]([C:22]2[N:23]=[CH:24][C:25]([NH:30][C:31]([C:33]3[CH:34]=[N:35][N:36]([C:39]4[CH:44]=[CH:43][C:42]([C:45]([F:47])([F:46])[F:48])=[CH:41][N:40]=4)[C:37]=3[CH3:38])=[O:32])=[CH:26][C:27]=2[CH3:28])[CH2:17][CH2:16]1. (4) Given the reactants Cl.[NH2:2][CH2:3][C:4]1[CH:13]=[CH:12][CH:11]=[C:10]2[C:5]=1[C:6](=[O:23])[N:7]([CH:15]1[CH2:20][CH2:19][C:18](=[O:21])[NH:17][C:16]1=[O:22])[C:8]([CH3:14])=[N:9]2.[C:24](Cl)(=[O:26])[CH3:25].C(N(CC)C(C)C)(C)C, predict the reaction product. The product is: [O:22]=[C:16]1[CH:15]([N:7]2[C:6](=[O:23])[C:5]3[C:10](=[CH:11][CH:12]=[CH:13][C:4]=3[CH2:3][NH:2][C:24](=[O:26])[CH3:25])[N:9]=[C:8]2[CH3:14])[CH2:20][CH2:19][C:18](=[O:21])[NH:17]1. (5) The product is: [F:26][C:2]([F:1])([F:27])[C:3]1[CH:4]=[C:5]([CH:6]=[CH:7][CH:8]=1)[CH2:9][CH2:10][C:12]1[CH:13]=[CH:14][C:15]([CH2:16][N:17]2[CH2:20][CH:19]([C:21]([OH:23])=[O:22])[CH2:18]2)=[CH:24][CH:25]=1. Given the reactants [F:1][C:2]([F:27])([F:26])[C:3]1[CH:4]=[C:5]([CH2:9][C:10]([C:12]2[CH:25]=[CH:24][C:15]([CH2:16][N:17]3[CH2:20][CH:19]([C:21]([OH:23])=[O:22])[CH2:18]3)=[CH:14][CH:13]=2)=O)[CH:6]=[CH:7][CH:8]=1.[H][H], predict the reaction product. (6) Given the reactants [CH2:1]([O:3][C:4]([C:6]1[O:7][C:8]2[C:13]([C:14](=[O:16])[CH:15]=1)=[CH:12][CH:11]=[C:10]([NH:17][C:18](=[O:23])[C:19]([F:22])([F:21])[F:20])[C:9]=2[CH2:24][CH:25]=[CH2:26])=[O:5])[CH3:2], predict the reaction product. The product is: [CH2:1]([O:3][C:4]([C:6]1[O:7][C:8]2[C:13]([C:14](=[O:16])[CH:15]=1)=[CH:12][CH:11]=[C:10]([NH:17][C:18](=[O:23])[C:19]([F:20])([F:21])[F:22])[C:9]=2[CH:24]=[CH:25][CH3:26])=[O:5])[CH3:2]. (7) Given the reactants [CH3:1][C:2]([C:4]1[CH:9]=[CH:8][CH:7]=[CH:6][CH:5]=1)=[CH2:3].[CH2:10]1[C:18]2[C:13](=[CH:14][CH:15]=[CH:16][CH:17]=2)[CH:12]=[CH:11]1, predict the reaction product. The product is: [CH3:3][C:2]([C:4]1[CH:9]=[CH:8][CH:7]=[CH:6][CH:5]=1)=[CH2:1].[CH2:10]1[C:18]2[C:13](=[CH:14][CH:15]=[CH:16][CH:17]=2)[CH:12]=[CH:11]1. (8) Given the reactants C(O)(=[O:3])C.[O:5]1[C:14]2[C:9](=[CH:10][CH:11]=[CH:12][CH:13]=2)[CH:8]=[CH:7][CH2:6]1.[OH-].[Na+].Cl, predict the reaction product. The product is: [O:5]1[C:14]2[C:9](=[CH:10][C:11]([OH:3])=[CH:12][CH:13]=2)[CH:8]=[CH:7][CH2:6]1. (9) Given the reactants [N:1]1([CH:6]2[CH2:15][CH2:14][C:13]([CH3:17])([CH3:16])[C:12]3[CH:11]=[C:10]([C:18]#[C:19][C:20]4[CH:28]=[CH:27][C:23]([C:24]([O-:26])=[O:25])=[CH:22][CH:21]=4)[CH:9]=[CH:8][C:7]2=3)[CH:5]=[CH:4][N:3]=[CH:2]1.[OH-].[Na+], predict the reaction product. The product is: [N:1]1([CH:6]2[CH2:15][CH2:14][C:13]([CH3:17])([CH3:16])[C:12]3[CH:11]=[C:10]([C:18]#[C:19][C:20]4[CH:21]=[CH:22][C:23]([C:24]([OH:26])=[O:25])=[CH:27][CH:28]=4)[CH:9]=[CH:8][C:7]2=3)[CH:5]=[CH:4][N:3]=[CH:2]1. (10) Given the reactants FC1C=C2C(C(I)=CN2S(C2C=CC=CC=2)(=O)=O)=CC=1.[F:21][C:22]1[CH:30]=[C:29]2[C:25]([C:26]([C:40]3[CH:56]=[CH:55][C:43]4[N:44]=[C:45]([CH2:47][CH:48]5[CH2:53][CH2:52][N:51]([CH3:54])[CH2:50][CH2:49]5)[O:46][C:42]=4[CH:41]=3)=[CH:27][N:28]2S(C2C=CC=CC=2)(=O)=O)=[CH:24][CH:23]=1, predict the reaction product. The product is: [F:21][C:22]1[CH:30]=[C:29]2[C:25]([C:26]([C:40]3[CH:56]=[CH:55][C:43]4[N:44]=[C:45]([CH2:47][CH:48]5[CH2:49][CH2:50][N:51]([CH3:54])[CH2:52][CH2:53]5)[O:46][C:42]=4[CH:41]=3)=[CH:27][NH:28]2)=[CH:24][CH:23]=1.